Task: Predict the product of the given reaction.. Dataset: Forward reaction prediction with 1.9M reactions from USPTO patents (1976-2016) Given the reactants [CH:1]12[CH2:11][CH:7]([C:8](=[O:10])[CH2:9]1)[CH:6]1[CH:2]2[CH2:3][CH2:4][CH2:5]1.[BH4-].[Na+].Cl.O, predict the reaction product. The product is: [CH2:3]1[CH:2]2[CH:6]([CH:7]3[CH2:11][CH:1]2[CH2:9][CH:8]3[OH:10])[CH2:5][CH2:4]1.